From a dataset of CYP2C19 inhibition data for predicting drug metabolism from PubChem BioAssay. Regression/Classification. Given a drug SMILES string, predict its absorption, distribution, metabolism, or excretion properties. Task type varies by dataset: regression for continuous measurements (e.g., permeability, clearance, half-life) or binary classification for categorical outcomes (e.g., BBB penetration, CYP inhibition). Dataset: cyp2c19_veith. (1) The result is 1 (inhibitor). The molecule is O[C@@H](Cc1ccncc1)C(Cl)(Cl)Cl. (2) The drug is Cn1cc[nH]c1=S. The result is 0 (non-inhibitor). (3) The molecule is Cc1cc(Oc2ccccc2)nc(-c2ccccc2)n1. The result is 1 (inhibitor). (4) The compound is CC(NC(=O)Cc1ccc(F)cc1)c1ccccc1. The result is 1 (inhibitor). (5) The compound is O=C(Nc1cnn(Cc2ccc(Cl)cc2Cl)c1)c1cc(-c2cccs2)on1. The result is 1 (inhibitor). (6) The drug is CCCCCCCCCCCC(=O)NC(C(=O)OCC)C(O)c1cccc([N+](=O)[O-])c1. The result is 1 (inhibitor).